Task: Predict the reactants needed to synthesize the given product.. Dataset: Full USPTO retrosynthesis dataset with 1.9M reactions from patents (1976-2016) (1) Given the product [NH2:2][CH2:1][CH:3]1[CH2:8][O:7][CH2:6][CH2:5][N:4]1[C:9]([O:11][C:12]([CH3:15])([CH3:14])[CH3:13])=[O:10], predict the reactants needed to synthesize it. The reactants are: [C:1]([CH:3]1[CH2:8][O:7][CH2:6][CH2:5][N:4]1[C:9]([O:11][C:12]([CH3:15])([CH3:14])[CH3:13])=[O:10])#[N:2]. (2) Given the product [F:18][C:5]1[CH:4]=[CH:3][C:2]([N:22]2[CH2:21][CH2:20][N:19]([C:25]([N:27]3[CH2:28][CH2:29][CH2:30][CH2:31]3)=[O:26])[CH2:24][CH2:23]2)=[CH:7][C:6]=1[C:8]1[N:12]([CH3:13])[C:11]2[CH:14]=[CH:15][CH:16]=[CH:17][C:10]=2[N:9]=1, predict the reactants needed to synthesize it. The reactants are: Br[C:2]1[CH:3]=[CH:4][C:5]([F:18])=[C:6]([C:8]2[N:12]([CH3:13])[C:11]3[CH:14]=[CH:15][CH:16]=[CH:17][C:10]=3[N:9]=2)[CH:7]=1.[N:19]1([C:25]([N:27]2[CH2:31][CH2:30][CH2:29][CH2:28]2)=[O:26])[CH2:24][CH2:23][NH:22][CH2:21][CH2:20]1.